Dataset: Full USPTO retrosynthesis dataset with 1.9M reactions from patents (1976-2016). Task: Predict the reactants needed to synthesize the given product. Given the product [NH2:35][C@@H:32]1[CH2:33][CH2:34][C@H:29]([N:19]2[C:20](=[O:28])[C:21]3[CH:26]=[C:25]([F:27])[CH:24]=[N:23][C:22]=3[N:17]([C:13]3[CH:12]=[C:11]([C:8]4[CH:7]=[CH:6][C:5]([CH2:4][N:2]([CH3:1])[CH3:3])=[CH:10][CH:9]=4)[CH:16]=[CH:15][CH:14]=3)[C:18]2=[O:43])[CH2:30][CH2:31]1, predict the reactants needed to synthesize it. The reactants are: [CH3:1][N:2]([CH2:4][C:5]1[CH:10]=[CH:9][C:8]([C:11]2[CH:16]=[CH:15][CH:14]=[C:13]([N:17]3[C:22]4[N:23]=[CH:24][C:25]([F:27])=[CH:26][C:21]=4[C:20](=[O:28])[N:19]([C@@H:29]4[CH2:34][CH2:33][C@H:32]([NH:35]C(=O)OC(C)(C)C)[CH2:31][CH2:30]4)[C:18]3=[O:43])[CH:12]=2)=[CH:7][CH:6]=1)[CH3:3].Cl.